Dataset: Catalyst prediction with 721,799 reactions and 888 catalyst types from USPTO. Task: Predict which catalyst facilitates the given reaction. (1) Product: [Cl:1][C:2]1[C:18]2[C:13](=[CH:14][CH:15]=[CH:16][CH:17]=2)[C:5]2[O:6][CH:7]([CH2:9][NH2:10])[CH2:8][C:4]=2[CH:3]=1. The catalyst class is: 553. Reactant: [Cl:1][C:2]1[C:18]2[C:13](=[CH:14][CH:15]=[CH:16][CH:17]=2)[C:5]2[O:6][CH:7]([CH2:9][N:10]=[N+]=[N-])[CH2:8][C:4]=2[CH:3]=1. (2) Reactant: [NH2:1][C:2]1[CH:3]=[C:4]([CH:7]=[CH:8][CH:9]=1)[C:5]#[N:6].[C:10]1(=O)[O:15][C:13](=[O:14])[C:12]2=[CH:16][CH:17]=[CH:18][CH:19]=[C:11]12. Product: [O:14]=[C:13]1[C:12]2[C:11](=[CH:19][CH:18]=[CH:17][CH:16]=2)[C:10](=[O:15])[N:1]1[C:2]1[CH:3]=[C:4]([CH:7]=[CH:8][CH:9]=1)[C:5]#[N:6]. The catalyst class is: 12. (3) Reactant: [Br-].[Br:2][C:3]1[CH:4]=[C:5]([CH:19]=[CH:20][CH:21]=1)[C:6](=[O:18])[CH2:7][N+:8]1[C:17]2[C:12](=[CH:13][CH:14]=[CH:15][CH:16]=2)[CH:11]=[CH:10][CH:9]=1.[Cr](O[Cr]([O-])(=O)=O)([O-])(=O)=O.C(=O)(O)[O-].[Na+].[C:36](#[N:39])[CH:37]=[CH2:38]. Product: [Br:2][C:3]1[CH:4]=[C:5]([CH:19]=[CH:20][CH:21]=1)[C:6]([C:7]1[N:8]2[C:17]3[C:12]([CH:11]=[CH:10][C:9]2=[C:37]([C:36]#[N:39])[CH:38]=1)=[CH:13][CH:14]=[CH:15][CH:16]=3)=[O:18]. The catalyst class is: 9.